The task is: Predict the reactants needed to synthesize the given product.. This data is from Full USPTO retrosynthesis dataset with 1.9M reactions from patents (1976-2016). (1) Given the product [C:20]([CH2:19][NH:18][C:16]([C:13]1[C:14](=[O:15])[N:9]([CH2:8][C:5]2[CH:6]=[CH:7][C:2]([C:34]3[CH:35]=[CH:36][C:31]([C:28]([OH:30])=[O:29])=[CH:32][CH:33]=3)=[CH:3][C:4]=2[F:27])[N:10]=[C:11]([CH:24]([CH3:26])[CH3:25])[C:12]=1[OH:23])=[O:17])([OH:22])=[O:21], predict the reactants needed to synthesize it. The reactants are: Br[C:2]1[CH:7]=[CH:6][C:5]([CH2:8][N:9]2[C:14](=[O:15])[C:13]([C:16]([NH:18][CH2:19][C:20]([OH:22])=[O:21])=[O:17])=[C:12]([OH:23])[C:11]([CH:24]([CH3:26])[CH3:25])=[N:10]2)=[C:4]([F:27])[CH:3]=1.[C:28]([C:31]1[CH:36]=[CH:35][C:34](B(O)O)=[CH:33][CH:32]=1)([OH:30])=[O:29].C(=O)([O-])[O-].[K+].[K+].Cl. (2) The reactants are: [CH:1]1([C:5]2[N:13]3[C:8]([C:9]([NH2:14])=[N:10][CH:11]=[N:12]3)=[C:7](I)[N:6]=2)[CH2:4][CH2:3][CH2:2]1.[C:16]1([C:22]2[CH:31]=[CH:30][C:29]3[C:24](=[CH:25][C:26](B4OC(C)(C)C(C)(C)C4)=[CH:27][CH:28]=3)[N:23]=2)[CH:21]=[CH:20][CH:19]=[CH:18][CH:17]=1.C(=O)([O-])[O-].[Na+].[Na+]. Given the product [CH:1]1([C:5]2[N:13]3[C:8]([C:9]([NH2:14])=[N:10][CH:11]=[N:12]3)=[C:7]([C:26]3[CH:25]=[C:24]4[C:29]([CH:30]=[CH:31][C:22]([C:16]5[CH:21]=[CH:20][CH:19]=[CH:18][CH:17]=5)=[N:23]4)=[CH:28][CH:27]=3)[N:6]=2)[CH2:4][CH2:3][CH2:2]1, predict the reactants needed to synthesize it. (3) Given the product [CH3:10][O:9][C:8]1[CH:7]=[CH:6][C:5]([C:15]2[CH:16]=[N:17][CH:18]=[CH:19][CH:20]=2)=[CH:4][C:3]=1[CH:1]=[O:2], predict the reactants needed to synthesize it. The reactants are: [CH:1]([C:3]1[CH:4]=[C:5](B(O)O)[CH:6]=[CH:7][C:8]=1[O:9][CH3:10])=[O:2].Br[C:15]1[CH:16]=[N:17][CH:18]=[CH:19][CH:20]=1.C(=O)([O-])[O-].[Cs+].[Cs+]. (4) Given the product [F:32][C:2]([F:1])([F:31])[C@H:3]1[CH2:8][CH2:7][C@H:6]([NH:9][C:10]([C:11]2[CH:16]=[C:15]3[N:17]=[C:52]([NH:51][C:35]4[CH:36]=[C:37]([CH2:38][NH:39][C:40]([C:42]5([C:45]([F:48])([F:47])[F:46])[CH2:44][CH2:43]5)=[O:41])[CH:49]=[CH:50][C:34]=4[Cl:33])[N:18]([CH3:19])[C:14]3=[N:13][C:12]=2[N:20]2[CH2:25][CH2:24][CH:23]([C:26]([F:29])([F:28])[F:27])[CH2:22][CH2:21]2)=[O:30])[CH2:5][CH2:4]1, predict the reactants needed to synthesize it. The reactants are: [F:1][C:2]([F:32])([F:31])[C@H:3]1[CH2:8][CH2:7][C@H:6]([NH:9][C:10](=[O:30])[C:11]2[CH:16]=[C:15]([NH2:17])[C:14]([NH:18][CH3:19])=[N:13][C:12]=2[N:20]2[CH2:25][CH2:24][CH:23]([C:26]([F:29])([F:28])[F:27])[CH2:22][CH2:21]2)[CH2:5][CH2:4]1.[Cl:33][C:34]1[CH:50]=[CH:49][C:37]([CH2:38][NH:39][C:40]([C:42]2([C:45]([F:48])([F:47])[F:46])[CH2:44][CH2:43]2)=[O:41])=[CH:36][C:35]=1[N:51]=[C:52]=S.CC#N.CC(C)N=C=NC(C)C. (5) The reactants are: C(O)(C(F)(F)F)=O.C(OC(=O)[NH:14][CH2:15][C:16]1[CH:21]=[C:20]([O:22][CH2:23][CH2:24][C@H:25]([CH:27]2[CH2:32][CH2:31][N:30]([C:33]3[O:37][N:36]=[C:35]([CH:38]([CH3:40])[CH3:39])[N:34]=3)[CH2:29][CH2:28]2)[CH3:26])[CH:19]=[CH:18][C:17]=1[N:41]1[CH2:45][CH2:44][CH2:43][C:42]1=[O:46])(C)(C)C. Given the product [NH2:14][CH2:15][C:16]1[CH:21]=[C:20]([O:22][CH2:23][CH2:24][C@H:25]([CH:27]2[CH2:28][CH2:29][N:30]([C:33]3[O:37][N:36]=[C:35]([CH:38]([CH3:39])[CH3:40])[N:34]=3)[CH2:31][CH2:32]2)[CH3:26])[CH:19]=[CH:18][C:17]=1[N:41]1[CH2:45][CH2:44][CH2:43][C:42]1=[O:46], predict the reactants needed to synthesize it.